From a dataset of Reaction yield outcomes from USPTO patents with 853,638 reactions. Predict the reaction yield, written as a fraction of the theoretical maximum amount of product (1.0 means a 100% yield; for example, 0.34 means a 34% yield). (1) The reactants are Cl[C:2]1[N:3]=[C:4]([O:29][CH:30]2[CH2:35][CH2:34][O:33][CH2:32][CH2:31]2)[C:5]2[C:10]([C:11]3[CH:20]=[CH:19][C:14]4[N:15]=[C:16]([CH3:18])[O:17][C:13]=4[CH:12]=3)=[CH:9][N:8]([CH2:21][O:22][CH2:23][CH2:24][Si:25]([CH3:28])([CH3:27])[CH3:26])[C:6]=2[N:7]=1.[NH2:36][C:37]1[CH:38]=[CH:39][C:40]([C:45]([NH:47][CH3:48])=[O:46])=[N:41][C:42]=1[O:43][CH3:44].CC1(C)C2C(=C(P(C3C=CC=CC=3)C3C=CC=CC=3)C=CC=2)OC2C(P(C3C=CC=CC=3)C3C=CC=CC=3)=CC=CC1=2.C(=O)([O-])[O-].[Cs+].[Cs+]. The catalyst is O1CCOCC1.C1C=CC(/C=C/C(/C=C/C2C=CC=CC=2)=O)=CC=1.C1C=CC(/C=C/C(/C=C/C2C=CC=CC=2)=O)=CC=1.C1C=CC(/C=C/C(/C=C/C2C=CC=CC=2)=O)=CC=1.[Pd].[Pd]. The product is [CH3:44][O:43][C:42]1[N:41]=[C:40]([C:45]([NH:47][CH3:48])=[O:46])[CH:39]=[CH:38][C:37]=1[NH:36][C:2]1[N:3]=[C:4]([O:29][CH:30]2[CH2:31][CH2:32][O:33][CH2:34][CH2:35]2)[C:5]2[C:10]([C:11]3[CH:20]=[CH:19][C:14]4[N:15]=[C:16]([CH3:18])[O:17][C:13]=4[CH:12]=3)=[CH:9][N:8]([CH2:21][O:22][CH2:23][CH2:24][Si:25]([CH3:27])([CH3:26])[CH3:28])[C:6]=2[N:7]=1. The yield is 0.820. (2) The reactants are [CH3:1][O:2][C:3]1[CH:9]=[CH:8][C:6]([NH2:7])=[C:5]([CH3:10])[CH:4]=1.[F:11][C:12]([F:23])([F:22])[C:13]1[CH:14]=[C:15]([N:19]=[C:20]=[O:21])[CH:16]=[CH:17][CH:18]=1. The catalyst is C1COCC1.CN(C1C=CN=CC=1)C. The product is [CH3:1][O:2][C:3]1[CH:9]=[CH:8][C:6]([NH:7][C:20]([NH:19][C:15]2[CH:16]=[CH:17][CH:18]=[C:13]([C:12]([F:11])([F:22])[F:23])[CH:14]=2)=[O:21])=[C:5]([CH3:10])[CH:4]=1. The yield is 0.380. (3) The yield is 0.890. No catalyst specified. The product is [CH2:18]([C:12]1([CH2:20][CH2:21][CH2:22][CH2:23][CH2:24][CH3:25])[C:11]2[CH:10]=[CH:9][CH:8]=[CH:7][C:6]=2[C:5]2[C:13]1=[CH:1][CH:2]=[CH:3][CH:4]=2)[CH2:17][CH2:16][CH2:15][CH2:26][CH3:27]. The reactants are [CH:1]1[C:13]2[CH2:12][C:11]3[C:6](=[CH:7][CH:8]=[CH:9][CH:10]=3)[C:5]=2[CH:4]=[CH:3][CH:2]=1.[Li][CH2:15][CH2:16][CH2:17][CH3:18].Br[CH2:20][CH2:21][CH2:22][CH2:23][CH2:24][CH3:25].[CH2:26]1COC[CH2:27]1.